Regression. Given a peptide amino acid sequence and an MHC pseudo amino acid sequence, predict their binding affinity value. This is MHC class I binding data. From a dataset of Peptide-MHC class I binding affinity with 185,985 pairs from IEDB/IMGT. (1) The peptide sequence is LMARRARSL. The MHC is HLA-A23:01 with pseudo-sequence HLA-A23:01. The binding affinity (normalized) is 0.213. (2) The peptide sequence is TPKPAVRFAI. The MHC is HLA-A02:03 with pseudo-sequence HLA-A02:03. The binding affinity (normalized) is 0.177. (3) The peptide sequence is IYYFDGNSW. The MHC is HLA-A29:02 with pseudo-sequence HLA-A29:02. The binding affinity (normalized) is 0.257. (4) The peptide sequence is SLRLSCAASGF. The MHC is HLA-A01:01 with pseudo-sequence HLA-A01:01. The binding affinity (normalized) is 0.235. (5) The peptide sequence is QFEEIRNLAL. The MHC is HLA-A30:02 with pseudo-sequence HLA-A30:02. The binding affinity (normalized) is 0.177. (6) The binding affinity (normalized) is 0. The peptide sequence is GRRGWEALKY. The MHC is HLA-A68:01 with pseudo-sequence HLA-A68:01.